Dataset: Forward reaction prediction with 1.9M reactions from USPTO patents (1976-2016). Task: Predict the product of the given reaction. (1) Given the reactants [OH:1]O.[CH:3]([C:6]1[C:7]([CH3:12])=[N:8][CH:9]=[CH:10][CH:11]=1)([CH3:5])[CH3:4], predict the reaction product. The product is: [CH:3]([C:6]1[C:7]([CH3:12])=[N+:8]([O-:1])[CH:9]=[CH:10][CH:11]=1)([CH3:5])[CH3:4]. (2) Given the reactants C([NH:8][C@H:9]([C:18]([OH:20])=O)[CH2:10][CH2:11][C:12]1[CH:17]=[CH:16][CH:15]=[CH:14][CH:13]=1)(OC(C)(C)C)=O.[CH2:21]1[C@@H:30]2[C@@H:25]([CH2:26][CH2:27][CH2:28][CH2:29]2)[CH2:24][CH2:23][NH:22]1.[NH2:31][C:32]1[C:37]([Cl:38])=[CH:36][C:35]([S:39](Cl)(=[O:41])=[O:40])=[CH:34][C:33]=1[Cl:43], predict the reaction product. The product is: [NH2:31][C:32]1[C:37]([Cl:38])=[CH:36][C:35]([S:39]([NH:8][C@H:9]([C:18]([N:22]2[CH2:23][CH2:24][C@H:25]3[C@H:30]([CH2:29][CH2:28][CH2:27][CH2:26]3)[CH2:21]2)=[O:20])[CH2:10][CH2:11][C:12]2[CH:13]=[CH:14][CH:15]=[CH:16][CH:17]=2)(=[O:41])=[O:40])=[CH:34][C:33]=1[Cl:43].